Dataset: Full USPTO retrosynthesis dataset with 1.9M reactions from patents (1976-2016). Task: Predict the reactants needed to synthesize the given product. Given the product [CH3:1][O:2][C:3]1[CH:14]=[CH:13][C:6]2[N:7]([CH2:18][CH2:19][OH:20])[CH:8]=[N:9][S:10](=[O:12])(=[O:11])[C:5]=2[CH:4]=1, predict the reactants needed to synthesize it. The reactants are: [CH3:1][O:2][C:3]1[CH:14]=[CH:13][C:6]2[NH:7][CH:8]=[N:9][S:10](=[O:12])(=[O:11])[C:5]=2[CH:4]=1.[F-].[Cs+].Br[CH2:18][CH2:19][OH:20].